From a dataset of Full USPTO retrosynthesis dataset with 1.9M reactions from patents (1976-2016). Predict the reactants needed to synthesize the given product. (1) Given the product [F:10][C:11]1[CH:16]=[CH:15][CH:14]=[CH:13][C:12]=1[C:17]1[NH:22][C:23]2[C:24]([CH:18]=1)=[CH:17][C:12]([C:13]1[N:9]=[C:1]([C:2]3[CH:3]=[N:4][CH:5]=[CH:6][CH:7]=3)[S:8][C:14]=1[CH3:15])=[CH:11][CH:16]=2, predict the reactants needed to synthesize it. The reactants are: [C:1]([NH2:9])(=[S:8])[C:2]1[CH:7]=[CH:6][CH:5]=[N:4][CH:3]=1.[F:10][C:11]1[CH:16]=[CH:15][CH:14]=[CH:13][C:12]=1[C:17](=O)[CH3:18].S1[CH:24]=[CH:23][N:22]=C1. (2) Given the product [C:30]([O:29][C:28](=[O:34])[NH:27][C@@H:22]1[C@H:21]([NH:20][C:16]2[N:17]=[CH:18][C:13]3[S:12][CH:11]=[C:10]([C:8](=[O:9])[NH:7][C:4]4[CH:5]=[CH:6][N:2]([CH3:1])[N:3]=4)[C:14]=3[N:15]=2)[CH2:26][CH2:25][O:24][CH2:23]1)([CH3:33])([CH3:31])[CH3:32], predict the reactants needed to synthesize it. The reactants are: [CH3:1][N:2]1[CH:6]=[CH:5][C:4]([NH:7][C:8]([C:10]2[C:14]3[N:15]=[C:16](Cl)[N:17]=[CH:18][C:13]=3[S:12][CH:11]=2)=[O:9])=[N:3]1.[NH2:20][C@@H:21]1[CH2:26][CH2:25][O:24][CH2:23][C@@H:22]1[NH:27][C:28](=[O:34])[O:29][C:30]([CH3:33])([CH3:32])[CH3:31].C(N(C(C)C)CC)(C)C. (3) The reactants are: [O:1]1[C:10]2[CH:9]=[C:8]([C:11]([O:13]C)=[O:12])[N:7]=[CH:6][C:5]=2[O:4][CH2:3][CH2:2]1.[OH-].[Na+]. Given the product [O:1]1[C:10]2[CH:9]=[C:8]([C:11]([OH:13])=[O:12])[N:7]=[CH:6][C:5]=2[O:4][CH2:3][CH2:2]1, predict the reactants needed to synthesize it. (4) The reactants are: [OH:1][CH:2]1[CH2:7][CH2:6][N:5]([C:8]([N:10]2[CH2:15][CH:14]([C:16]3[CH:21]=[CH:20][C:19]([O:22][C:23]([F:26])([F:25])[F:24])=[CH:18][CH:17]=3)[CH2:13][CH:12]([C:27](O)=[O:28])[CH2:11]2)=[O:9])[CH2:4][CH2:3]1.O[NH:31][C:32](=[NH:36])[CH:33]([CH3:35])[CH3:34]. Given the product [OH:1][CH:2]1[CH2:3][CH2:4][N:5]([C:8]([N:10]2[CH2:15][CH:14]([C:16]3[CH:17]=[CH:18][C:19]([O:22][C:23]([F:24])([F:25])[F:26])=[CH:20][CH:21]=3)[CH2:13][CH:12]([C:27]3[O:28][N:36]=[C:32]([CH:33]([CH3:35])[CH3:34])[N:31]=3)[CH2:11]2)=[O:9])[CH2:6][CH2:7]1, predict the reactants needed to synthesize it. (5) Given the product [C:2]1([C:8]2([C:14]3[CH:19]=[CH:18][CH:17]=[CH:16][CH:15]=3)[CH2:9][CH2:10][N:11]([CH2:29][CH2:28][C:27]#[N:30])[CH2:12][CH2:13]2)[CH:3]=[CH:4][CH:5]=[CH:6][CH:7]=1, predict the reactants needed to synthesize it. The reactants are: Cl.[C:2]1([C:8]2([C:14]3[CH:19]=[CH:18][CH:17]=[CH:16][CH:15]=3)[CH2:13][CH2:12][NH:11][CH2:10][CH2:9]2)[CH:7]=[CH:6][CH:5]=[CH:4][CH:3]=1.C(N(CC)CC)C.[C:27](#[N:30])[CH:28]=[CH2:29]. (6) The reactants are: [NH2:1][C:2]1[O:6][CH:5]([C:7]2[CH:12]=[C:11]([Cl:13])[CH:10]=[C:9]([Cl:14])[CH:8]=2)[C:4](=[O:15])[C:3]=1[OH:16].C(N(CC)CC)C.[C:24]1([CH2:30][S:31](Cl)(=[O:33])=[O:32])[CH:29]=[CH:28][CH:27]=[CH:26][CH:25]=1.[Cl-].[NH4+]. Given the product [Cl:13][C:11]1[CH:12]=[C:7]([CH:5]2[C:4](=[O:15])[C:3]([O:16][S:31]([CH2:30][C:24]3[CH:29]=[CH:28][CH:27]=[CH:26][CH:25]=3)(=[O:33])=[O:32])=[C:2]([NH2:1])[O:6]2)[CH:8]=[C:9]([Cl:14])[CH:10]=1, predict the reactants needed to synthesize it. (7) Given the product [CH3:51][O:52][C:53]([C:55]1[C:63]2[N:62]=[C:61]([NH:64][C:15]([C:13]3[CH:12]=[CH:11][CH:10]=[C:9]([C:8]#[C:7][C:1]4[CH:2]=[CH:3][CH:4]=[CH:5][CH:6]=4)[N:14]=3)=[O:17])[NH:60][C:59]=2[CH:58]=[CH:57][CH:56]=1)=[O:54], predict the reactants needed to synthesize it. The reactants are: [C:1]1([C:7]#[C:8][C:9]2[N:14]=[C:13]([C:15]([OH:17])=O)[CH:12]=[CH:11][CH:10]=2)[CH:6]=[CH:5][CH:4]=[CH:3][CH:2]=1.CN(C(ON1N=NC2C=CC=CC1=2)=[N+](C)C)C.F[P-](F)(F)(F)(F)F.CCN(C(C)C)C(C)C.[CH3:51][O:52][C:53]([C:55]1[C:63]2[N:62]=[C:61]([NH2:64])[NH:60][C:59]=2[CH:58]=[CH:57][CH:56]=1)=[O:54]. (8) Given the product [CH3:1][O:2][C:3]1[CH:4]=[C:5]([C:11]2[CH:12]=[C:13]3[N:18]([C:19](=[O:25])[CH:20]=2)[CH:17]=[C:16]([F:26])[CH:15]=[CH:14]3)[CH:6]=[CH:7][C:8]=1[O:9][CH3:10], predict the reactants needed to synthesize it. The reactants are: [CH3:1][O:2][C:3]1[CH:4]=[C:5]([C:11]2[C:12](C(OC)=O)=[C:13]3[N:18]([C:19](=[O:25])[C:20]=2C(OC)=O)[CH:17]=[C:16]([F:26])[CH:15]=[CH:14]3)[CH:6]=[CH:7][C:8]=1[O:9][CH3:10].[Li+].[OH-].C(O)(C(F)(F)F)=O.O.